From a dataset of Peptide-MHC class I binding affinity with 185,985 pairs from IEDB/IMGT. Regression. Given a peptide amino acid sequence and an MHC pseudo amino acid sequence, predict their binding affinity value. This is MHC class I binding data. (1) The peptide sequence is FIYGYLEPV. The MHC is HLA-C12:03 with pseudo-sequence HLA-C12:03. The binding affinity (normalized) is 0.770. (2) The peptide sequence is SLTTIGTIA. The MHC is HLA-A02:02 with pseudo-sequence HLA-A02:02. The binding affinity (normalized) is 0.996.